From a dataset of Full USPTO retrosynthesis dataset with 1.9M reactions from patents (1976-2016). Predict the reactants needed to synthesize the given product. Given the product [NH:1]1[C:9]2[C:4](=[N+:5]([O-:18])[CH:6]=[CH:7][CH:8]=2)[CH:3]=[CH:2]1, predict the reactants needed to synthesize it. The reactants are: [NH:1]1[C:9]2[C:4](=[N:5][CH:6]=[CH:7][CH:8]=2)[CH:3]=[CH:2]1.C1C=C(Cl)C=C(C(OO)=[O:18])C=1.